From a dataset of NCI-60 drug combinations with 297,098 pairs across 59 cell lines. Regression. Given two drug SMILES strings and cell line genomic features, predict the synergy score measuring deviation from expected non-interaction effect. (1) Drug 1: C1C(C(OC1N2C=C(C(=O)NC2=O)F)CO)O. Drug 2: CC12CCC3C(C1CCC2OP(=O)(O)O)CCC4=C3C=CC(=C4)OC(=O)N(CCCl)CCCl.[Na+]. Cell line: SNB-75. Synergy scores: CSS=3.43, Synergy_ZIP=-4.54, Synergy_Bliss=-6.77, Synergy_Loewe=-11.7, Synergy_HSA=-9.54. (2) Drug 1: CC1C(C(CC(O1)OC2CC(CC3=C2C(=C4C(=C3O)C(=O)C5=C(C4=O)C(=CC=C5)OC)O)(C(=O)C)O)N)O.Cl. Drug 2: CC12CCC3C(C1CCC2OP(=O)(O)O)CCC4=C3C=CC(=C4)OC(=O)N(CCCl)CCCl.[Na+]. Cell line: UO-31. Synergy scores: CSS=7.57, Synergy_ZIP=-8.78, Synergy_Bliss=-16.5, Synergy_Loewe=-15.2, Synergy_HSA=-15.1. (3) Drug 1: C1=CN(C(=O)N=C1N)C2C(C(C(O2)CO)O)O.Cl. Drug 2: CC12CCC3C(C1CCC2O)C(CC4=C3C=CC(=C4)O)CCCCCCCCCS(=O)CCCC(C(F)(F)F)(F)F. Cell line: M14. Synergy scores: CSS=28.0, Synergy_ZIP=-0.721, Synergy_Bliss=-3.79, Synergy_Loewe=-26.9, Synergy_HSA=-4.07. (4) Drug 1: C#CCC(CC1=CN=C2C(=N1)C(=NC(=N2)N)N)C3=CC=C(C=C3)C(=O)NC(CCC(=O)O)C(=O)O. Drug 2: CC1=C(C(=O)C2=C(C1=O)N3CC4C(C3(C2COC(=O)N)OC)N4)N. Cell line: HT29. Synergy scores: CSS=26.1, Synergy_ZIP=6.29, Synergy_Bliss=5.31, Synergy_Loewe=-0.225, Synergy_HSA=-0.442. (5) Drug 1: C1=CC(=C2C(=C1NCCNCCO)C(=O)C3=C(C=CC(=C3C2=O)O)O)NCCNCCO. Drug 2: CC(CN1CC(=O)NC(=O)C1)N2CC(=O)NC(=O)C2. Cell line: BT-549. Synergy scores: CSS=40.8, Synergy_ZIP=2.95, Synergy_Bliss=2.27, Synergy_Loewe=-8.60, Synergy_HSA=5.01. (6) Drug 1: CN(C)C1=NC(=NC(=N1)N(C)C)N(C)C. Drug 2: CC1=CC=C(C=C1)C2=CC(=NN2C3=CC=C(C=C3)S(=O)(=O)N)C(F)(F)F. Cell line: MOLT-4. Synergy scores: CSS=2.67, Synergy_ZIP=-1.65, Synergy_Bliss=-6.36, Synergy_Loewe=-52.3, Synergy_HSA=-10.8. (7) Drug 1: CC1=C(C=C(C=C1)NC2=NC=CC(=N2)N(C)C3=CC4=NN(C(=C4C=C3)C)C)S(=O)(=O)N.Cl. Drug 2: C1=NNC2=C1C(=O)NC=N2. Cell line: HCT-15. Synergy scores: CSS=3.89, Synergy_ZIP=1.88, Synergy_Bliss=4.48, Synergy_Loewe=0.652, Synergy_HSA=0.607. (8) Drug 1: CC(C)NC(=O)C1=CC=C(C=C1)CNNC.Cl. Drug 2: C1C(C(OC1N2C=NC3=C2NC=NCC3O)CO)O. Cell line: SW-620. Synergy scores: CSS=-1.20, Synergy_ZIP=0.878, Synergy_Bliss=-2.76, Synergy_Loewe=-9.74, Synergy_HSA=-6.80.